Dataset: Reaction yield outcomes from USPTO patents with 853,638 reactions. Task: Predict the reaction yield, written as a fraction of the theoretical maximum amount of product (1.0 means a 100% yield; for example, 0.34 means a 34% yield). (1) The reactants are C([O:3][C:4](=O)[CH2:5][CH2:6][C@H:7]1[CH2:11][C:10]([F:13])([F:12])[CH2:9][N:8]1[C:14]([O:16][C:17]([CH3:20])([CH3:19])[CH3:18])=[O:15])C.[H-].[H-].[H-].[H-].[Li+].[Al+3]. The catalyst is C1COCC1. The product is [F:13][C:10]1([F:12])[CH2:9][N:8]([C:14]([O:16][C:17]([CH3:18])([CH3:19])[CH3:20])=[O:15])[C@@H:7]([CH2:6][CH2:5][CH2:4][OH:3])[CH2:11]1. The yield is 0.910. (2) The reactants are [CH3:1][O:2][C:3]([C:5]1[CH:6]=[C:7]2[C:12](=[C:13]([C:15]3[N:16]([C:20]([O:22][C:23]([CH3:26])([CH3:25])[CH3:24])=[O:21])[CH:17]=[CH:18][CH:19]=3)[CH:14]=1)[O:11][C:10]([N:27]1[CH2:32][CH2:31][O:30][CH2:29][CH2:28]1)=[CH:9][C:8]2=[O:33])=[O:4]. The catalyst is CO.[Rh]. The product is [CH3:1][O:2][C:3]([C:5]1[CH:6]=[C:7]2[C:12](=[C:13]([CH:15]3[CH2:19][CH2:18][CH2:17][N:16]3[C:20]([O:22][C:23]([CH3:26])([CH3:24])[CH3:25])=[O:21])[CH:14]=1)[O:11][C:10]([N:27]1[CH2:32][CH2:31][O:30][CH2:29][CH2:28]1)=[CH:9][C:8]2=[O:33])=[O:4]. The yield is 0.830. (3) The product is [Br:1][C:2]1[CH:7]=[CH:6][C:5]([Cl:8])=[C:4]([CH2:9][C:10]2[CH:15]=[CH:14][C:13]([O:16][CH2:17][CH:18]([O:20][CH:21]=[CH2:22])[CH3:19])=[CH:12][CH:11]=2)[CH:3]=1. The yield is 0.590. The reactants are [Br:1][C:2]1[CH:7]=[CH:6][C:5]([Cl:8])=[C:4]([CH2:9][C:10]2[CH:15]=[CH:14][C:13]([O:16][CH2:17][CH:18]([O:20][CH:21](OCC)[CH3:22])[CH3:19])=[CH:12][CH:11]=2)[CH:3]=1.C(N(CC)CC)C.C[Si](OS(C(F)(F)F)(=O)=O)(C)C.[OH-].[Na+]. The catalyst is ClCCl.C(OCC)C. (4) The reactants are [CH3:1][O:2][C:3]1[CH:4]=[C:5]([OH:26])[CH:6]=[CH:7][C:8]=1[C:9]1[S:10][C:11]([N:14]([CH3:25])[CH:15]2[CH2:20][C:19]([CH3:22])([CH3:21])[NH:18][C:17]([CH3:24])([CH3:23])[CH2:16]2)=[N:12][N:13]=1.[F:27][C:28]([F:47])([F:46])[S:29](N(C1C=CC=CC=1)[S:29]([C:28]([F:47])([F:46])[F:27])(=[O:31])=[O:30])(=[O:31])=[O:30]. The catalyst is C(Cl)Cl. The product is [F:27][C:28]([F:47])([F:46])[S:29]([O:26][C:5]1[CH:6]=[CH:7][C:8]([C:9]2[S:10][C:11]([N:14]([CH3:25])[CH:15]3[CH2:20][C:19]([CH3:22])([CH3:21])[NH:18][C:17]([CH3:24])([CH3:23])[CH2:16]3)=[N:12][N:13]=2)=[C:3]([O:2][CH3:1])[CH:4]=1)(=[O:31])=[O:30]. The yield is 0.770. (5) The yield is 0.930. The catalyst is [Pd].CO. The reactants are [CH:1]1([CH:6]=[C:7]([C:22]2[NH:31][C:25]3=[N:26][CH:27]=[C:28]([F:30])[CH:29]=[C:24]3[CH:23]=2)[C:8]2[CH:13]=[CH:12][C:11]([S:14]([CH2:17][CH2:18][O:19][CH2:20][CH3:21])(=[O:16])=[O:15])=[CH:10][CH:9]=2)[CH2:5][CH2:4][CH2:3][CH2:2]1. The product is [CH:1]1([CH2:6][CH:7]([C:22]2[NH:31][C:25]3=[N:26][CH:27]=[C:28]([F:30])[CH:29]=[C:24]3[CH:23]=2)[C:8]2[CH:13]=[CH:12][C:11]([S:14]([CH2:17][CH2:18][O:19][CH2:20][CH3:21])(=[O:16])=[O:15])=[CH:10][CH:9]=2)[CH2:5][CH2:4][CH2:3][CH2:2]1. (6) The reactants are [CH3:1]I.[H-].[Na+].[Cl:5][C:6]1[CH:7]=[C:8]2[C:13](=[CH:14][CH:15]=1)[CH:12]=[C:11]([S:16]([CH2:19][C@@H:20]([NH:39][C:40](=[O:46])[O:41][C:42]([CH3:45])([CH3:44])[CH3:43])[C:21]([N:23]1[CH2:28][CH2:27][CH:26]([N:29]3[CH2:33][C:32]4=[CH:34][N:35]=[C:36]([CH3:37])[N:31]4[C:30]3=[O:38])[CH2:25][CH2:24]1)=[O:22])(=[O:18])=[O:17])[CH:10]=[CH:9]2.O. The catalyst is CN(C=O)C. The product is [Cl:5][C:6]1[CH:7]=[C:8]2[C:13](=[CH:14][CH:15]=1)[CH:12]=[C:11]([S:16]([CH2:19][C@@H:20]([N:39]([CH3:1])[C:40](=[O:46])[O:41][C:42]([CH3:43])([CH3:45])[CH3:44])[C:21]([N:23]1[CH2:24][CH2:25][CH:26]([N:29]3[CH2:33][C:32]4=[CH:34][N:35]=[C:36]([CH3:37])[N:31]4[C:30]3=[O:38])[CH2:27][CH2:28]1)=[O:22])(=[O:18])=[O:17])[CH:10]=[CH:9]2. The yield is 0.960. (7) The reactants are [N+:1]([C:4]1[C:5]([CH:14]=[O:15])=[CH:6][CH:7]=[C:8]2[C:13]=1[N:12]=[CH:11][CH:10]=[CH:9]2)([O-:3])=[O:2].[F:16][C:17]1[CH:18]=[C:19]([Mg]Br)[CH:20]=[CH:21][C:22]=1[O:23][CH3:24]. The catalyst is C1COCC1. The product is [F:16][C:17]1[CH:18]=[C:19]([CH:14]([C:5]2[C:4]([N+:1]([O-:3])=[O:2])=[C:13]3[C:8]([CH:9]=[CH:10][CH:11]=[N:12]3)=[CH:7][CH:6]=2)[OH:15])[CH:20]=[CH:21][C:22]=1[O:23][CH3:24]. The yield is 0.560. (8) The reactants are [F:1][C:2]1[CH:40]=[C:39]([NH:41][C:42]([C:44]2[C:45](=[O:57])[N:46]([C:50]3[CH:55]=[CH:54][C:53]([F:56])=[CH:52][CH:51]=3)[N:47]=[CH:48][CH:49]=2)=[O:43])[CH:38]=[CH:37][C:3]=1[O:4][C:5]1[CH:10]=[CH:9][N:8]=[C:7]2[N:11]([CH2:28][C:29]3[CH:34]=[CH:33][C:32]([O:35][CH3:36])=[CH:31][CH:30]=3)[N:12]=[C:13]([O:14][CH:15]3[CH2:20][CH2:19][N:18](C(OC(C)(C)C)=O)[CH2:17][CH2:16]3)[C:6]=12.C(O)(C(F)(F)F)=O. The catalyst is C(Cl)Cl. The product is [F:1][C:2]1[CH:40]=[C:39]([NH:41][C:42]([C:44]2[C:45](=[O:57])[N:46]([C:50]3[CH:51]=[CH:52][C:53]([F:56])=[CH:54][CH:55]=3)[N:47]=[CH:48][CH:49]=2)=[O:43])[CH:38]=[CH:37][C:3]=1[O:4][C:5]1[CH:10]=[CH:9][N:8]=[C:7]2[N:11]([CH2:28][C:29]3[CH:34]=[CH:33][C:32]([O:35][CH3:36])=[CH:31][CH:30]=3)[N:12]=[C:13]([O:14][CH:15]3[CH2:20][CH2:19][NH:18][CH2:17][CH2:16]3)[C:6]=12. The yield is 0.810. (9) The reactants are [Br:1][C:2]1[CH:3]=[C:4]([CH:10]=O)[S:5][C:6]=1[N+:7]([O-:9])=[O:8].C(O)C.N1C=CC=CC=1.Cl.[NH2:22][OH:23]. The catalyst is CCCCCCC.CCOC(C)=O. The product is [Br:1][C:2]1[CH:3]=[C:4]([CH:10]=[N:22][OH:23])[S:5][C:6]=1[N+:7]([O-:9])=[O:8]. The yield is 0.970. (10) The reactants are [C:1]12([NH2:11])[CH2:10][CH:5]3[CH2:6][CH:7]([CH2:9][CH:3]([CH2:4]3)[CH2:2]1)[CH2:8]2.[O:12]1[C:16]2[CH:17]=[CH:18][CH:19]=[CH:20][C:15]=2[CH:14]=[C:13]1[CH:21]=O. No catalyst specified. The product is [C:1]12([NH:11][CH2:21][C:13]3[O:12][C:16]4[CH:17]=[CH:18][CH:19]=[CH:20][C:15]=4[CH:14]=3)[CH2:8][CH:7]3[CH2:6][CH:5]([CH2:4][CH:3]([CH2:9]3)[CH2:2]1)[CH2:10]2. The yield is 0.710.